Dataset: Catalyst prediction with 721,799 reactions and 888 catalyst types from USPTO. Task: Predict which catalyst facilitates the given reaction. (1) Reactant: [CH3:1][O:2][C:3](=[O:38])[C@@H:4]([NH:14][C:15]([C:17]1[C:18]([C:34]([F:37])([F:36])[F:35])=[N:19][C:20]([NH:23][CH2:24][CH2:25][CH2:26][C:27]2[CH:32]=[CH:31][CH:30]=[C:29]([OH:33])[CH:28]=2)=[N:21][CH:22]=1)=[O:16])[CH2:5][NH:6][C:7](OC(C)(C)C)=[O:8].C(O)(C(F)(F)F)=O.C(N(CC)CC)C.[S:53]1[CH:57]=[CH:56][CH:55]=[C:54]1C(O)=O.CN(C(ON1N=NC2C=CC=CC1=2)=[N+](C)C)C.F[P-](F)(F)(F)(F)F.C1C=CC2N(O)N=NC=2C=1. Product: [CH3:1][O:2][C:3](=[O:38])[C@@H:4]([NH:14][C:15]([C:17]1[C:18]([C:34]([F:35])([F:37])[F:36])=[N:19][C:20]([NH:23][CH2:24][CH2:25][CH2:26][C:27]2[CH:32]=[CH:31][CH:30]=[C:29]([OH:33])[CH:28]=2)=[N:21][CH:22]=1)=[O:16])[CH2:5][NH:6][C:7]([C:54]1[S:53][CH:57]=[CH:56][CH:55]=1)=[O:8]. The catalyst class is: 2. (2) Reactant: [O:1]1[CH2:6][CH2:5][C:4](=O)[CH2:3][CH2:2]1.[Cl:8][C:9]1[CH:34]=[CH:33][C:12]2[N:13]3[C:17]([CH2:18][NH:19][CH2:20][C:11]=2[CH:10]=1)=[N:16][N:15]=[C:14]3[CH:21]1[CH2:26][CH2:25][N:24]([C:27]2[CH:32]=[CH:31][CH:30]=[CH:29][N:28]=2)[CH2:23][CH2:22]1.C(O[BH-](OC(=O)C)OC(=O)C)(=O)C.[Na+]. Product: [Cl:8][C:9]1[CH:34]=[CH:33][C:12]2[N:13]3[C:17]([CH2:18][N:19]([CH:4]4[CH2:5][CH2:6][O:1][CH2:2][CH2:3]4)[CH2:20][C:11]=2[CH:10]=1)=[N:16][N:15]=[C:14]3[CH:21]1[CH2:22][CH2:23][N:24]([C:27]2[CH:32]=[CH:31][CH:30]=[CH:29][N:28]=2)[CH2:25][CH2:26]1. The catalyst class is: 4. (3) Reactant: [NH2:1][CH2:2][CH2:3][O:4][CH2:5][CH2:6][OH:7].CCN(CC)CC.[C:15](Cl)([O:17][CH2:18][C:19]1[CH:24]=[CH:23][CH:22]=[CH:21][CH:20]=1)=[O:16]. Product: [OH:7][CH2:6][CH2:5][O:4][CH2:3][CH2:2][NH:1][C:15](=[O:16])[O:17][CH2:18][C:19]1[CH:24]=[CH:23][CH:22]=[CH:21][CH:20]=1. The catalyst class is: 56. (4) Reactant: [CH3:1][O:2][CH2:3][CH2:4][N:5]([CH2:23][C:24]1[CH:36]=[CH:35][C:27]([O:28][CH2:29][C:30]([O:32]CC)=[O:31])=[C:26]([CH3:37])[CH:25]=1)[C:6]1[C:7]([CH3:22])=[C:8]([C:12]2[CH:17]=[CH:16][C:15]([C:18]([F:21])([F:20])[F:19])=[CH:14][CH:13]=2)[CH:9]=[CH:10][CH:11]=1.[OH-].[Na+]. Product: [CH3:1][O:2][CH2:3][CH2:4][N:5]([CH2:23][C:24]1[CH:36]=[CH:35][C:27]([O:28][CH2:29][C:30]([OH:32])=[O:31])=[C:26]([CH3:37])[CH:25]=1)[C:6]1[C:7]([CH3:22])=[C:8]([C:12]2[CH:13]=[CH:14][C:15]([C:18]([F:21])([F:20])[F:19])=[CH:16][CH:17]=2)[CH:9]=[CH:10][CH:11]=1. The catalyst class is: 36. (5) Reactant: [SH:1][C:2]1[NH:3][C:4](=[O:17])[C:5]([C:15]#[N:16])=[C:6]([CH:8]2[CH2:13][CH2:12][N:11]([CH3:14])[CH2:10][CH2:9]2)[N:7]=1.C([O-])([O-])=O.[K+].[K+].Cl[CH2:25][C:26]1[CH:31]=[C:30]([CH3:32])[CH:29]=[CH:28][C:27]=1[CH3:33]. Product: [CH3:33][C:27]1[CH:28]=[CH:29][C:30]([CH3:32])=[CH:31][C:26]=1[CH2:25][S:1][C:2]1[NH:3][C:4](=[O:17])[C:5]([C:15]#[N:16])=[C:6]([CH:8]2[CH2:9][CH2:10][N:11]([CH3:14])[CH2:12][CH2:13]2)[N:7]=1. The catalyst class is: 21. (6) Reactant: [CH3:1][O:2][C:3]1[CH:4]=[C:5]([CH:31]=[CH:32][CH:33]=1)[CH2:6][N:7]1[CH2:12][CH2:11][CH:10]([N:13]([CH3:30])[C:14]([N:16]2[CH:20]=[C:19]([C:21]3[CH:26]=[CH:25][CH:24]=[C:23]([N+:27]([O-])=O)[CH:22]=3)[N:18]=[CH:17]2)=[O:15])[CH2:9][CH2:8]1. Product: [NH2:27][C:23]1[CH:22]=[C:21]([C:19]2[N:18]=[CH:17][N:16]([C:14]([N:13]([CH:10]3[CH2:11][CH2:12][N:7]([CH2:6][C:5]4[CH:31]=[CH:32][CH:33]=[C:3]([O:2][CH3:1])[CH:4]=4)[CH2:8][CH2:9]3)[CH3:30])=[O:15])[CH:20]=2)[CH:26]=[CH:25][CH:24]=1. The catalyst class is: 407. (7) Reactant: Cl[C:2]1[N:7]=[C:6]([C:8]2[C:16]3[C:11](=[CH:12][CH:13]=[CH:14][CH:15]=3)[N:10]([S:17]([C:20]3[CH:25]=[CH:24][CH:23]=[CH:22][CH:21]=3)(=[O:19])=[O:18])[CH:9]=2)[C:5]([Cl:26])=[CH:4][N:3]=1.[NH2:27][C@H:28]1[CH2:32][CH2:31][N:30]([C:33]([O:35][C:36]([CH3:39])([CH3:38])[CH3:37])=[O:34])[CH2:29]1.CCN(C(C)C)C(C)C. Product: [Cl:26][C:5]1[C:6]([C:8]2[C:16]3[C:11](=[CH:12][CH:13]=[CH:14][CH:15]=3)[N:10]([S:17]([C:20]3[CH:25]=[CH:24][CH:23]=[CH:22][CH:21]=3)(=[O:18])=[O:19])[CH:9]=2)=[N:7][C:2]([NH:27][C@H:28]2[CH2:32][CH2:31][N:30]([C:33]([O:35][C:36]([CH3:39])([CH3:38])[CH3:37])=[O:34])[CH2:29]2)=[N:3][CH:4]=1. The catalyst class is: 296. (8) Reactant: [NH2:1][CH2:2][CH2:3][C:4]1[N:8]2[C:9](=[O:21])[C:10]3[NH:11][CH:12]=[N:13][C:14]=3[N:15]([CH2:16][CH2:17][CH2:18][CH2:19][CH3:20])[C:7]2=[N:6][N:5]=1.[Br:22]N1C(=O)CCC1=O. Product: [NH2:1][CH2:2][CH2:3][C:4]1[N:8]2[C:9](=[O:21])[C:10]3[NH:11][C:12]([Br:22])=[N:13][C:14]=3[N:15]([CH2:16][CH2:17][CH2:18][CH2:19][CH3:20])[C:7]2=[N:6][N:5]=1. The catalyst class is: 1. (9) Reactant: Br[C:2]1[CH:3]=[C:4]2[C:8](=[C:9]([C:11]([NH2:13])=[O:12])[CH:10]=1)[NH:7][N:6]=[C:5]2[CH:14]1[CH2:19][CH2:18][N:17]([S:20]([CH2:23][CH3:24])(=[O:22])=[O:21])[CH2:16][CH2:15]1.[F:25][C:26]1[CH:27]=[C:28](B(O)O)[CH:29]=[CH:30][CH:31]=1.C(=O)([O-])[O-].[K+].[K+]. Product: [CH2:23]([S:20]([N:17]1[CH2:18][CH2:19][CH:14]([C:5]2[C:4]3[C:8](=[C:9]([C:11]([NH2:13])=[O:12])[CH:10]=[C:2]([C:30]4[CH:29]=[CH:28][CH:27]=[C:26]([F:25])[CH:31]=4)[CH:3]=3)[NH:7][N:6]=2)[CH2:15][CH2:16]1)(=[O:22])=[O:21])[CH3:24]. The catalyst class is: 70.